This data is from NCI-60 drug combinations with 297,098 pairs across 59 cell lines. The task is: Regression. Given two drug SMILES strings and cell line genomic features, predict the synergy score measuring deviation from expected non-interaction effect. (1) Drug 1: CC1C(C(CC(O1)OC2CC(OC(C2O)C)OC3=CC4=CC5=C(C(=O)C(C(C5)C(C(=O)C(C(C)O)O)OC)OC6CC(C(C(O6)C)O)OC7CC(C(C(O7)C)O)OC8CC(C(C(O8)C)O)(C)O)C(=C4C(=C3C)O)O)O)O. Drug 2: C1=NNC2=C1C(=O)NC=N2. Cell line: UACC62. Synergy scores: CSS=55.8, Synergy_ZIP=-1.30, Synergy_Bliss=-2.44, Synergy_Loewe=-3.05, Synergy_HSA=-0.848. (2) Drug 1: CC1C(C(CC(O1)OC2CC(CC3=C2C(=C4C(=C3O)C(=O)C5=C(C4=O)C(=CC=C5)OC)O)(C(=O)CO)O)N)O.Cl. Drug 2: CCCCC(=O)OCC(=O)C1(CC(C2=C(C1)C(=C3C(=C2O)C(=O)C4=C(C3=O)C=CC=C4OC)O)OC5CC(C(C(O5)C)O)NC(=O)C(F)(F)F)O. Cell line: OVCAR3. Synergy scores: CSS=52.1, Synergy_ZIP=7.37, Synergy_Bliss=5.36, Synergy_Loewe=5.76, Synergy_HSA=7.42.